This data is from Forward reaction prediction with 1.9M reactions from USPTO patents (1976-2016). The task is: Predict the product of the given reaction. (1) Given the reactants [Cl:1][C:2]1[CH:7]=[CH:6][C:5]([C:8]2[S:36][CH:11]3[C:12](=[O:35])[N:13]([C:16]4[CH:21]=[CH:20][C:19]([O:22][Si](C(C)C)(C(C)C)C(C)C)=[C:18]([O:33][CH3:34])[CH:17]=4)[CH:14]=[CH:15][CH:10]3[CH:9]=2)=[CH:4][CH:3]=1.CCCC[N+](CCCC)(CCCC)CCCC.[F-].CCOC(C)=O, predict the reaction product. The product is: [Cl:1][C:2]1[CH:7]=[CH:6][C:5]([C:8]2[S:36][CH:11]3[C:12](=[O:35])[N:13]([C:16]4[CH:21]=[CH:20][C:19]([OH:22])=[C:18]([O:33][CH3:34])[CH:17]=4)[CH:14]=[CH:15][CH:10]3[CH:9]=2)=[CH:4][CH:3]=1. (2) Given the reactants [O:1]1[C:5]2[CH:6]=[CH:7][C:8]([C:10]3([C:13]([NH:15][C:16]4[CH:21]=[CH:20][C:19]([CH2:22][C:23]5[CH:28]=[CH:27][CH:26]=[CH:25][CH:24]=5)=[CH:18][N:17]=4)=[O:14])[CH2:12][CH2:11]3)=[CH:9][C:4]=2[O:3][CH2:2]1.O1C2C=CC(C3(C(NC4C=CC(Br)=CN=4)=O)CC3)=CC=2OC1.[Cl-].[Cl:52]C1C=CC=CC=1C[Zn+], predict the reaction product. The product is: [O:1]1[C:5]2[CH:6]=[CH:7][C:8]([C:10]3([C:13]([NH:15][C:16]4[CH:21]=[CH:20][C:19]([CH2:22][C:23]5[CH:28]=[CH:27][CH:26]=[CH:25][C:24]=5[Cl:52])=[CH:18][N:17]=4)=[O:14])[CH2:12][CH2:11]3)=[CH:9][C:4]=2[O:3][CH2:2]1. (3) Given the reactants [CH3:1][CH:2]([NH2:13])[CH2:3][C:4]1[C:12]2[C:7](=[CH:8][CH:9]=[CH:10][CH:11]=2)[NH:6][CH:5]=1.[CH3:14][N:15]([CH3:29])[C:16]1([C:23]2[CH:28]=[CH:27][CH:26]=[CH:25][CH:24]=2)[CH2:21][CH2:20][C:19](=O)[CH2:18][CH2:17]1.C(O)(=O)C.O, predict the reaction product. The product is: [NH:6]1[C:7]2[C:12](=[CH:11][CH:10]=[CH:9][CH:8]=2)[C:4]([CH2:3][CH:2]([NH:13][CH:19]2[CH2:18][CH2:17][C:16]([C:23]3[CH:24]=[CH:25][CH:26]=[CH:27][CH:28]=3)([N:15]([CH3:29])[CH3:14])[CH2:21][CH2:20]2)[CH3:1])=[CH:5]1. (4) Given the reactants Cl[C:2]1[CH:9]=[CH:8][C:5]([CH:6]=[O:7])=[C:4]([OH:10])[N:3]=1.[CH3:11][C@H:12]1[CH2:17][NH:16][CH2:15][C@@H:14]([CH3:18])[NH:13]1, predict the reaction product. The product is: [CH3:11][C@H:12]1[NH:13][C@@H:14]([CH3:18])[CH2:15][N:16]([C:2]2[CH:9]=[CH:8][C:5]([CH:6]=[O:7])=[C:4]([OH:10])[N:3]=2)[CH2:17]1.